Dataset: Forward reaction prediction with 1.9M reactions from USPTO patents (1976-2016). Task: Predict the product of the given reaction. (1) Given the reactants Cl[C:2]1[N:7]=[C:6]2[N:8]([CH:12]3[CH2:17][CH2:16][CH2:15][CH2:14][O:13]3)[N:9]=[C:10]([CH3:11])[C:5]2=[C:4]([NH:18][C:19]2[CH:28]=[CH:27][CH:26]=[CH:25][C:20]=2[C:21]([NH:23][CH3:24])=[O:22])[N:3]=1.[CH3:29][O:30][C:31]1[CH:37]=[CH:36][C:35]([N+:38]([O-:40])=[O:39])=[CH:34][C:32]=1[NH2:33].CC(C1C=C(C(C)C)C(C2C=CC=CC=2P(C2CCCCC2)C2CCCCC2)=C(C(C)C)C=1)C.C([O-])([O-])=O.[K+].[K+], predict the reaction product. The product is: [CH3:29][O:30][C:31]1[CH:37]=[CH:36][C:35]([N+:38]([O-:40])=[O:39])=[CH:34][C:32]=1[NH:33][C:2]1[N:7]=[C:6]2[N:8]([CH:12]3[CH2:17][CH2:16][CH2:15][CH2:14][O:13]3)[N:9]=[C:10]([CH3:11])[C:5]2=[C:4]([NH:18][C:19]2[CH:28]=[CH:27][CH:26]=[CH:25][C:20]=2[C:21]([NH:23][CH3:24])=[O:22])[N:3]=1. (2) The product is: [Br:36][C:33]1[CH:32]=[CH:31][C:30]([NH:29][C:27]([C:26]2[C:25]([O:40][CH3:41])=[CH:24][C:23]3[NH:22][C:20]([NH:19][C:3]4[CH:4]=[C:5]([CH2:6][NH:7][C:8]([C:10]5([C:13]([F:16])([F:15])[F:14])[CH2:12][CH2:11]5)=[O:9])[CH:17]=[CH:18][C:2]=4[Cl:1])=[N:39][C:38]=3[CH:37]=2)=[O:28])=[CH:35][CH:34]=1. Given the reactants [Cl:1][C:2]1[CH:18]=[CH:17][C:5]([CH2:6][NH:7][C:8]([C:10]2([C:13]([F:16])([F:15])[F:14])[CH2:12][CH2:11]2)=[O:9])=[CH:4][C:3]=1[N:19]=[C:20]=S.[NH2:22][C:23]1[C:38]([NH2:39])=[CH:37][C:26]([C:27]([NH:29][C:30]2[CH:35]=[CH:34][C:33]([Br:36])=[CH:32][CH:31]=2)=[O:28])=[C:25]([O:40][CH3:41])[CH:24]=1.CC(C)N=C=NC(C)C, predict the reaction product. (3) Given the reactants [NH2:1][CH2:2][CH2:3][NH:4][C:5](=[O:16])[C@@H:6]([NH:9][C:10](=[O:15])[C:11]([F:14])([F:13])[F:12])[CH2:7][CH3:8].[C:17]1([N:23]=[C:24]=[S:25])[CH:22]=[CH:21][CH:20]=[CH:19][CH:18]=1.[Br-].[Br-].[Br-].C([N+](C)(C)C)C1C=CC=CC=1.C([N+](C)(C)C)C1C=CC=CC=1.C([N+](C)(C)C)C1C=CC=CC=1, predict the reaction product. The product is: [OH-:15].[NH4+:1].[S:25]1[C:18]2[CH:19]=[CH:20][CH:21]=[CH:22][C:17]=2[N:23]=[C:24]1[NH:1][CH2:2][CH2:3][NH:4][C:5](=[O:16])[C@@H:6]([NH:9][C:10](=[O:15])[C:11]([F:14])([F:12])[F:13])[CH2:7][CH3:8]. (4) Given the reactants [CH2:1]([N:8]1[CH2:13][CH2:12][N:11]([C:14]([O:16][C:17]([CH3:20])([CH3:19])[CH3:18])=[O:15])[C@H:10]([CH2:21][C:22]2[CH:27]=[CH:26][C:25]([OH:28])=[CH:24][CH:23]=2)[CH2:9]1)[C:2]1[CH:7]=[CH:6][CH:5]=[CH:4][CH:3]=1.C1(N([S:36]([C:39]([F:42])([F:41])[F:40])(=[O:38])=[O:37])[S:36]([C:39]([F:42])([F:41])[F:40])(=[O:38])=[O:37])C=CC=CC=1.CCN(CC)CC, predict the reaction product. The product is: [CH2:1]([N:8]1[CH2:13][CH2:12][N:11]([C:14]([O:16][C:17]([CH3:19])([CH3:20])[CH3:18])=[O:15])[C@H:10]([CH2:21][C:22]2[CH:27]=[CH:26][C:25]([O:28][S:36]([C:39]([F:42])([F:41])[F:40])(=[O:38])=[O:37])=[CH:24][CH:23]=2)[CH2:9]1)[C:2]1[CH:3]=[CH:4][CH:5]=[CH:6][CH:7]=1. (5) Given the reactants [CH2:1]([C:5]1[CH:10]=[CH:9][C:8]([C:11]#[C:12][C:13]2[CH:33]=[CH:32][C:16]([CH2:17][NH:18][C:19]3[CH:31]=[CH:30][C:22]4[O:23][C:24]([CH3:29])([CH3:28])[O:25][C:26](=[O:27])[C:21]=4[CH:20]=3)=[CH:15][CH:14]=2)=[CH:7][CH:6]=1)[CH2:2][CH2:3][CH3:4].[CH:34](=O)[CH2:35][CH2:36][CH2:37][CH2:38][CH3:39].C(O[BH-](OC(=O)C)OC(=O)C)(=O)C.[Na+].O, predict the reaction product. The product is: [CH2:1]([C:5]1[CH:6]=[CH:7][C:8]([C:11]#[C:12][C:13]2[CH:33]=[CH:32][C:16]([CH2:17][N:18]([CH2:34][CH2:35][CH2:36][CH2:37][CH2:38][CH3:39])[C:19]3[CH:31]=[CH:30][C:22]4[O:23][C:24]([CH3:29])([CH3:28])[O:25][C:26](=[O:27])[C:21]=4[CH:20]=3)=[CH:15][CH:14]=2)=[CH:9][CH:10]=1)[CH2:2][CH2:3][CH3:4].